This data is from Choline transporter screen with 302,306 compounds. The task is: Binary Classification. Given a drug SMILES string, predict its activity (active/inactive) in a high-throughput screening assay against a specified biological target. (1) The compound is FC(F)(F)c1cc(CN2CC(CCC2=O)C(=O)NCCCc2ccncc2)ccc1. The result is 0 (inactive). (2) The compound is OC(CN1CCC(CC1)c1ccccc1)CCCC. The result is 0 (inactive).